Dataset: Peptide-MHC class I binding affinity with 185,985 pairs from IEDB/IMGT. Task: Regression. Given a peptide amino acid sequence and an MHC pseudo amino acid sequence, predict their binding affinity value. This is MHC class I binding data. The peptide sequence is STCMMCYKR. The MHC is HLA-A31:01 with pseudo-sequence HLA-A31:01. The binding affinity (normalized) is 0.851.